Dataset: Catalyst prediction with 721,799 reactions and 888 catalyst types from USPTO. Task: Predict which catalyst facilitates the given reaction. Reactant: [C:1](Cl)(=[O:19])[CH2:2][CH2:3][CH2:4][CH2:5][CH2:6][CH2:7][CH2:8]/[CH:9]=[CH:10]\[CH2:11][CH2:12][CH2:13][CH2:14][CH2:15][CH2:16][CH2:17][CH3:18].[C:21]([OH:44])(=O)[CH2:22][CH2:23][CH2:24][CH2:25][CH2:26][CH2:27][CH2:28][CH2:29][CH2:30][CH2:31][CH2:32]/[CH:33]=[CH:34]\[CH2:35][CH2:36][CH2:37][CH2:38][CH2:39][CH2:40][CH2:41][CH3:42]. Product: [CH2:21]([O:44][C:1](=[O:19])[CH2:2][CH2:3][CH2:4][CH2:5][CH2:6][CH2:7][CH2:8][CH:9]=[CH:10][CH2:11][CH2:12][CH2:13][CH2:14][CH2:15][CH2:16][CH2:17][CH3:18])[CH2:22][CH2:23][CH2:24][CH2:25][CH2:26][CH2:27][CH2:28][CH2:29][CH2:30][CH2:31][CH2:32][CH:33]=[CH:34][CH2:35][CH2:36][CH2:37][CH2:38][CH2:39][CH2:40][CH2:41][CH3:42]. The catalyst class is: 175.